From a dataset of Forward reaction prediction with 1.9M reactions from USPTO patents (1976-2016). Predict the product of the given reaction. (1) Given the reactants [C:1]1([N:7]2[C:12](=[O:13])[C:11]3[S:14][CH:15]=[C:16]([C:17]4[CH:22]=[CH:21][CH:20]=[CH:19][CH:18]=4)[C:10]=3[N:9]=[CH:8]2)[CH:6]=[CH:5][CH:4]=[CH:3][CH:2]=1.NC1C(C2C=CC=CC=2[F:35])=CSC=1C(OC)=O.C([O:47][CH2:48]C)(OCC)OCC.COC1C=CC(N)=CC=1, predict the reaction product. The product is: [F:35][C:22]1[CH:21]=[CH:20][CH:19]=[CH:18][C:17]=1[C:16]1[C:10]2[N:9]=[CH:8][N:7]([C:1]3[CH:6]=[CH:5][C:4]([O:47][CH3:48])=[CH:3][CH:2]=3)[C:12](=[O:13])[C:11]=2[S:14][CH:15]=1. (2) Given the reactants [CH3:1][C:2]1[S:6][C:5]([C:7]([O:9][CH3:10])=[O:8])=[CH:4][C:3]=1[N+:11]([O-:13])=[O:12].[CH:14](=O)[C:15]1[CH:20]=[CH:19][CH:18]=[CH:17][CH:16]=1.N1CCCC1, predict the reaction product. The product is: [N+:11]([C:3]1[CH:4]=[C:5]([C:7]([O:9][CH3:10])=[O:8])[S:6][C:2]=1/[CH:1]=[CH:14]/[C:15]1[CH:20]=[CH:19][CH:18]=[CH:17][CH:16]=1)([O-:13])=[O:12]. (3) Given the reactants [H-].[H-].[H-].[H-].[Li+].[Al+3].[F:7][C:8]1[CH:13]=[CH:12][C:11]([N:14]2[C:18]3=[C:19]4[C:24](=[C:25]([C:27]#[N:28])[CH:26]=[C:17]3[CH:16]=[N:15]2)[CH:23]=[N:22][CH:21]=[CH:20]4)=[CH:10][CH:9]=1.O.[OH-].[Na+], predict the reaction product. The product is: [NH2:28][CH2:27][C:25]1[CH:26]=[C:17]2[CH:16]=[N:15][N:14]([C:11]3[CH:12]=[CH:13][C:8]([F:7])=[CH:9][CH:10]=3)[C:18]2=[C:19]2[C:24]=1[CH:23]=[N:22][CH:21]=[CH:20]2. (4) Given the reactants [Cl:1][C:2]1[C:3]([F:19])=[C:4]([C:8]2([NH:12]S(C(C)(C)C)=O)[CH2:11][O:10][CH2:9]2)[CH:5]=[CH:6][CH:7]=1.Cl, predict the reaction product. The product is: [ClH:1].[Cl:1][C:2]1[C:3]([F:19])=[C:4]([C:8]2([NH2:12])[CH2:9][O:10][CH2:11]2)[CH:5]=[CH:6][CH:7]=1. (5) Given the reactants [NH2:1][CH2:2][C:3]1[CH:17]=[CH:16][CH:15]=[CH:14][C:4]=1[CH2:5][NH:6][C:7](=O)[O:8]C(C)(C)C.[CH2:18](N(CC)CC)C.Cl.O1CCOCC1, predict the reaction product. The product is: [NH2:1][CH2:2][C:3]1[CH:17]=[CH:16][CH:15]=[CH:14][C:4]=1[CH2:5][NH:6][C:7](=[O:8])[CH3:18]. (6) Given the reactants [CH3:1][C:2]1[C:6](B(O)O)=[C:5]([CH3:10])[O:4][N:3]=1.Br[C:12]1[CH:24]=[N:23][C:22]2[C:21]3[C:20]([F:25])=[CH:19][C:18]([C:26]([O:28][CH3:29])=[O:27])=[CH:17][C:16]=3[NH:15][C:14]=2[CH:13]=1.P([O-])([O-])([O-])=O.[K+].[K+].[K+], predict the reaction product. The product is: [CH3:1][C:2]1[C:6]([C:12]2[CH:24]=[N:23][C:22]3[C:21]4[C:20]([F:25])=[CH:19][C:18]([C:26]([O:28][CH3:29])=[O:27])=[CH:17][C:16]=4[NH:15][C:14]=3[CH:13]=2)=[C:5]([CH3:10])[O:4][N:3]=1.